From a dataset of NCI-60 drug combinations with 297,098 pairs across 59 cell lines. Regression. Given two drug SMILES strings and cell line genomic features, predict the synergy score measuring deviation from expected non-interaction effect. (1) Drug 1: C1CN1P(=S)(N2CC2)N3CC3. Drug 2: CC1=C(C(CCC1)(C)C)C=CC(=CC=CC(=CC(=O)O)C)C. Cell line: T-47D. Synergy scores: CSS=18.2, Synergy_ZIP=-5.97, Synergy_Bliss=-3.81, Synergy_Loewe=-7.85, Synergy_HSA=-4.02. (2) Drug 1: CC1CCC2CC(C(=CC=CC=CC(CC(C(=O)C(C(C(=CC(C(=O)CC(OC(=O)C3CCCCN3C(=O)C(=O)C1(O2)O)C(C)CC4CCC(C(C4)OC)OCCO)C)C)O)OC)C)C)C)OC. Drug 2: CS(=O)(=O)OCCCCOS(=O)(=O)C. Cell line: SF-268. Synergy scores: CSS=10.5, Synergy_ZIP=-2.21, Synergy_Bliss=2.89, Synergy_Loewe=-5.64, Synergy_HSA=0.783. (3) Drug 1: C1=NC2=C(N=C(N=C2N1C3C(C(C(O3)CO)O)F)Cl)N. Drug 2: CC1CCCC2(C(O2)CC(NC(=O)CC(C(C(=O)C(C1O)C)(C)C)O)C(=CC3=CSC(=N3)C)C)C. Cell line: OVCAR-5. Synergy scores: CSS=46.1, Synergy_ZIP=0.878, Synergy_Bliss=-2.26, Synergy_Loewe=-19.3, Synergy_HSA=-3.08.